This data is from Full USPTO retrosynthesis dataset with 1.9M reactions from patents (1976-2016). The task is: Predict the reactants needed to synthesize the given product. (1) Given the product [CH2:1]([N:8]1[CH:12]=[CH:11][N:10]=[C:9]1[CH:21]([OH:22])[CH:20]([CH2:23][CH3:24])[CH2:18][CH3:19])[C:2]1[CH:3]=[CH:4][CH:5]=[CH:6][CH:7]=1, predict the reactants needed to synthesize it. The reactants are: [CH2:1]([N:8]1[CH:12]=[CH:11][N:10]=[CH:9]1)[C:2]1[CH:7]=[CH:6][CH:5]=[CH:4][CH:3]=1.C([Li])CCC.[CH2:18]([CH:20]([CH2:23][CH3:24])[CH:21]=[O:22])[CH3:19].[NH4+].[Cl-]. (2) Given the product [CH3:1][C:2]1[C:3]([CH2:21][CH2:22][C:23]2[CH:28]=[CH:27][CH:26]=[CH:25][C:24]=2[C:29]2([C:32]([NH2:34])=[O:33])[CH2:31][CH2:30]2)=[N:4][C:5]([NH:8][C:9]2[CH:10]=[N:11][C:12]([CH:15]3[CH2:20][CH2:19][N:18]([CH3:37])[CH2:17][CH2:16]3)=[CH:13][CH:14]=2)=[N:6][CH:7]=1, predict the reactants needed to synthesize it. The reactants are: [CH3:1][C:2]1[C:3]([CH2:21][CH2:22][C:23]2[CH:28]=[CH:27][CH:26]=[CH:25][C:24]=2[C:29]2([C:32]([NH2:34])=[O:33])[CH2:31][CH2:30]2)=[N:4][C:5]([NH:8][C:9]2[CH:10]=[N:11][C:12]([CH:15]3[CH2:20][CH2:19][NH:18][CH2:17][CH2:16]3)=[CH:13][CH:14]=2)=[N:6][CH:7]=1.C=O.[C:37](O[BH-](OC(=O)C)OC(=O)C)(=O)C.[Na+].C1CCCCC1. (3) The reactants are: [F:1][C:2]1[CH:31]=[CH:30][C:5]2[N:6]=[C:7]([NH:9][C@H:10]3[CH2:14][CH2:13][CH2:12][C@@H:11]3[NH:15][C:16](=[O:29])[C:17]3[CH:22]=[CH:21][CH:20]=[CH:19][C:18]=3C3OC(C)=NN=3)[S:8][C:4]=2[CH:3]=1.[N:32]1(C2C=CC=CC=2C(O)=O)[CH:36]=[CH:35][N:34]=[N:33]1.Cl.FC1C=CC2N=C(N[C@H]3CCC[C@@H]3N)SC=2C=1. Given the product [F:1][C:2]1[CH:31]=[CH:30][C:5]2[N:6]=[C:7]([NH:9][C@H:10]3[CH2:14][CH2:13][CH2:12][C@@H:11]3[NH:15][C:16](=[O:29])[C:17]3[CH:22]=[CH:21][CH:20]=[CH:19][C:18]=3[N:32]3[CH:36]=[CH:35][N:34]=[N:33]3)[S:8][C:4]=2[CH:3]=1, predict the reactants needed to synthesize it. (4) Given the product [CH:1]([N:4]1[CH2:5][CH2:6][CH:7]([N:10]2[CH:14]=[C:13]([C:15]3[CH:16]=[C:17]([C:21]4[CH:26]=[C:25]([CH2:46][CH:48]([OH:51])[CH3:49])[N:24]=[C:23]([C:29]5[CH:34]=[CH:33][CH:32]=[CH:31][N:30]=5)[CH:22]=4)[CH:18]=[N:19][CH:20]=3)[CH:12]=[N:11]2)[CH2:8][CH2:9]1)([CH3:3])[CH3:2], predict the reactants needed to synthesize it. The reactants are: [CH:1]([N:4]1[CH2:9][CH2:8][CH:7]([N:10]2[CH:14]=[C:13]([C:15]3[CH:16]=[C:17]([C:21]4[CH:26]=[C:25](NC)[N:24]=[C:23]([C:29]5[CH:34]=[CH:33][CH:32]=[CH:31][N:30]=5)[CH:22]=4)[CH:18]=[N:19][CH:20]=3)[CH:12]=[N:11]2)[CH2:6][CH2:5]1)([CH3:3])[CH3:2].BrC1C=C(C2C=[C:46]([C:48]([OH:51])(C)[CH3:49])N=C(C3C=CC=CN=3)C=2)C=NC=1. (5) Given the product [CH3:1][O:2][C:3]([C:4]1[CH:9]=[CH:8][C:7]2[N:10]([CH3:11])[C:22]([NH:21][C:20]3[C:15]([Cl:14])=[CH:16][N:17]=[CH:18][C:19]=3[Cl:24])=[N:12][C:6]=2[CH:5]=1)=[O:13], predict the reactants needed to synthesize it. The reactants are: [CH3:1][O:2][C:3](=[O:13])[C:4]1[CH:9]=[CH:8][C:7]([NH:10][CH3:11])=[C:6]([NH2:12])[CH:5]=1.[Cl:14][C:15]1[CH:16]=[N:17][CH:18]=[C:19]([Cl:24])[C:20]=1[N:21]=[C:22]=S.C(N=C=NCCCN(C)C)C. (6) Given the product [CH3:1][O:2][C:3]1[CH:4]=[C:5]([CH:27]=[CH:28][C:29]=1[O:30][CH3:31])[CH2:6][CH:7]1[C:16]2[C:11](=[C:12]([O:25][CH3:26])[CH:13]=[CH:14][C:15]=2[O:17][CH2:18][C:19]2[CH:24]=[CH:23][CH:22]=[CH:21][CH:20]=2)[CH2:10][CH2:9][N:8]1[CH2:33][C:34]([NH:44][CH2:43][C:38]1[CH:39]=[CH:40][CH:41]=[CH:42][N:37]=1)=[O:35], predict the reactants needed to synthesize it. The reactants are: [CH3:1][O:2][C:3]1[CH:4]=[C:5]([CH:27]=[CH:28][C:29]=1[O:30][CH3:31])[CH2:6][CH:7]1[C:16]2[C:11](=[C:12]([O:25][CH3:26])[CH:13]=[CH:14][C:15]=2[O:17][CH2:18][C:19]2[CH:24]=[CH:23][CH:22]=[CH:21][CH:20]=2)[CH2:10][CH2:9][NH:8]1.Br[CH2:33][C:34](Br)=[O:35].[N:37]1[CH:42]=[CH:41][CH:40]=[CH:39][C:38]=1[CH2:43][NH2:44]. (7) Given the product [Br:1][C:2]1[CH:3]=[C:4]([N:13]([CH2:27][CH:26]([F:30])[F:25])[CH:14]2[CH2:19][CH2:18][O:17][CH2:16][CH2:15]2)[C:5]([CH3:12])=[C:6]([CH:11]=1)[C:7]([O:9][CH3:10])=[O:8], predict the reactants needed to synthesize it. The reactants are: [Br:1][C:2]1[CH:3]=[C:4]([NH:13][CH:14]2[CH2:19][CH2:18][O:17][CH2:16][CH2:15]2)[C:5]([CH3:12])=[C:6]([CH:11]=1)[C:7]([O:9][CH3:10])=[O:8].[BH4-].[Na+].[OH-].[Na+].Cl.[F:25][CH:26]([F:30])[C:27](O)=O.